Task: Predict the product of the given reaction.. Dataset: Forward reaction prediction with 1.9M reactions from USPTO patents (1976-2016) (1) Given the reactants [Br:1]N1C(=O)CCC1=O.C(OOC(=O)C1C=CC=CC=1)(=O)C1C=CC=CC=1.[Cl:27][C:28]1[CH:33]=[CH:32][C:31]([CH3:34])=[CH:30][N:29]=1.O, predict the reaction product. The product is: [Br:1][CH2:34][C:31]1[CH:32]=[CH:33][C:28]([Cl:27])=[N:29][CH:30]=1. (2) Given the reactants [F:1][C:2]([F:11])([F:10])[C:3]1[CH:4]=[C:5]([CH:7]=[CH:8][CH:9]=1)[NH2:6].[NH2:12][C:13]1[CH:18]=[CH:17][C:16]([C:19]2[CH:23]=[C:22]([C:24]([NH:26][CH:27]([CH:32]([CH3:34])[CH3:33])[C:28]([O:30][CH3:31])=[O:29])=[O:25])[O:21][N:20]=2)=[CH:15][CH:14]=1.[OH2:35].CCO[C:39]([CH3:41])=[O:40], predict the reaction product. The product is: [CH3:33][CH:32]([CH3:34])[CH:27]([NH:26][C:24]([C:22]1[O:21][N:20]=[C:19]([C:16]2[CH:17]=[CH:18][C:13]([NH:12][C:39](=[O:40])[C:41](=[O:35])[NH:6][C:5]3[CH:7]=[CH:8][CH:9]=[C:3]([C:2]([F:10])([F:11])[F:1])[CH:4]=3)=[CH:14][CH:15]=2)[CH:23]=1)=[O:25])[C:28]([O:30][CH3:31])=[O:29]. (3) Given the reactants [Cl:1][C:2]1[CH:8]=[CH:7][C:5]([NH2:6])=[C:4]([F:9])[CH:3]=1.[C:10]1(Cl)[C:16](=O)C(Cl)=C(Cl)C(=O)[C:11]=1Cl.Cl.C(C=C)=O, predict the reaction product. The product is: [Cl:1][C:2]1[CH:8]=[C:7]2[C:5](=[C:4]([F:9])[CH:3]=1)[N:6]=[CH:16][CH:10]=[CH:11]2.